Dataset: Catalyst prediction with 721,799 reactions and 888 catalyst types from USPTO. Task: Predict which catalyst facilitates the given reaction. (1) Reactant: [H-].[Na+].[CH3:3][O:4][C:5]1[CH:6]=[C:7]2[C:12](=[CH:13][C:14]=1[O:15][CH3:16])[N:11]=[CH:10][CH:9]=[C:8]2[O:17][C:18]1[CH:23]=[CH:22][C:21]([NH:24][C:25](=[O:27])[CH3:26])=[CH:20][C:19]=1[F:28].[CH3:29]I. Product: [CH3:3][O:4][C:5]1[CH:6]=[C:7]2[C:12](=[CH:13][C:14]=1[O:15][CH3:16])[N:11]=[CH:10][CH:9]=[C:8]2[O:17][C:18]1[CH:23]=[CH:22][C:21]([N:24]([CH3:29])[C:25](=[O:27])[CH3:26])=[CH:20][C:19]=1[F:28]. The catalyst class is: 31. (2) Reactant: Cl[C:2]1[C:7]([Cl:8])=[N:6][CH:5]=[CH:4][N:3]=1.[NH2:9][C:10]1[CH:15]=[CH:14][C:13]([OH:16])=[CH:12][CH:11]=1.C(=O)([O-])[O-].[Cs+].[Cs+]. Product: [Cl:8][C:7]1[C:2]([O:16][C:13]2[CH:14]=[CH:15][C:10]([NH2:9])=[CH:11][CH:12]=2)=[N:3][CH:4]=[CH:5][N:6]=1. The catalyst class is: 16. (3) Reactant: [Cl:1][CH2:2][C:3](Cl)=[O:4].[Cl-].[Al+3].[Cl-].[Cl-].[S:10]1[CH:14]=[CH:13][N:12]2[CH:15]=[N:16][CH:17]=[C:11]12.O. Product: [Cl:1][CH2:2][C:3]([C:17]1[N:16]=[CH:15][N:12]2[CH:13]=[CH:14][S:10][C:11]=12)=[O:4]. The catalyst class is: 26. (4) Reactant: [H-].[Na+].[NH:3]1[C:7]2=[N:8][CH:9]=[N:10][C:11]([NH2:12])=[C:6]2[CH:5]=[N:4]1.[C:13]1([C:19]2[C:20]3[CH:33]=[CH:32][CH:31]=[CH:30][C:21]=3[S:22][C:23]=2[CH2:24]OS(C)(=O)=O)[CH:18]=[CH:17][CH:16]=[CH:15][CH:14]=1. Product: [C:13]1([C:19]2[C:20]3[CH:33]=[CH:32][CH:31]=[CH:30][C:21]=3[S:22][C:23]=2[CH2:24][N:3]2[C:7]3=[N:8][CH:9]=[N:10][C:11]([NH2:12])=[C:6]3[CH:5]=[N:4]2)[CH:14]=[CH:15][CH:16]=[CH:17][CH:18]=1. The catalyst class is: 3. (5) Reactant: C(N(C(C)C)C(C)C)C.[C:10]([O:14][C:15]([NH:17][C@H:18]([C:26]([OH:28])=O)[CH2:19][C:20]1[CH:25]=[CH:24][CH:23]=[CH:22][CH:21]=1)=[O:16])([CH3:13])([CH3:12])[CH3:11].C(N=C=NCCCN(C)C)C.Cl.[CH3:41][O:42][C:43](=[O:46])[CH2:44][NH2:45]. Product: [C:10]([O:14][C:15]([NH:17][CH:18]([CH2:19][C:20]1[CH:21]=[CH:22][CH:23]=[CH:24][CH:25]=1)[C:26]([NH:45][CH2:44][C:43]([O:42][CH3:41])=[O:46])=[O:28])=[O:16])([CH3:11])([CH3:12])[CH3:13]. The catalyst class is: 30. (6) Reactant: [Br:1][C:2]1[CH:10]=[C:9]([F:11])[CH:8]=[C:7]([CH3:12])[C:3]=1[C:4](N)=[O:5].N([O-])=[O:14].[Na+].[N+]([O-])=O.O. Product: [Br:1][C:2]1[CH:10]=[C:9]([F:11])[CH:8]=[C:7]([CH3:12])[C:3]=1[C:4]([OH:14])=[O:5]. The catalyst class is: 65. (7) Reactant: O.[OH-].[Li+].[Cl:4][C:5]1[CH:10]=[CH:9][CH:8]=[C:7]([Cl:11])[C:6]=1[NH:12][C:13]([NH:15][C:16]1[C:17]([C:26]([N:28]([CH2:35][C:36]2[CH:41]=[CH:40][CH:39]=[CH:38][CH:37]=2)[C@H:29]([C:31]([O:33]C)=[O:32])[CH3:30])=[O:27])=[CH:18][C:19]2[C:24]([CH:25]=1)=[CH:23][CH:22]=[CH:21][CH:20]=2)=[O:14].O.Cl. Product: [Cl:4][C:5]1[CH:10]=[CH:9][CH:8]=[C:7]([Cl:11])[C:6]=1[NH:12][C:13]([NH:15][C:16]1[C:17]([C:26]([N:28]([CH2:35][C:36]2[CH:37]=[CH:38][CH:39]=[CH:40][CH:41]=2)[C@H:29]([C:31]([OH:33])=[O:32])[CH3:30])=[O:27])=[CH:18][C:19]2[C:24]([CH:25]=1)=[CH:23][CH:22]=[CH:21][CH:20]=2)=[O:14]. The catalyst class is: 12.